This data is from Full USPTO retrosynthesis dataset with 1.9M reactions from patents (1976-2016). The task is: Predict the reactants needed to synthesize the given product. (1) Given the product [CH2:25]([N:32]1[CH2:37][CH2:36][N:35]([C:19]([C:11]2[N:10]=[CH:9][N:8]([C@@H:3]3[CH2:4][CH2:5][CH2:6][CH2:7][C@:2]3([CH2:22][O:23][CH3:24])[OH:1])[C:12]=2[C:13]2[CH:14]=[CH:15][CH:16]=[CH:17][CH:18]=2)=[O:20])[C@H:34]([CH2:38]/[CH:39]=[CH:40]/[C:41]2[CH:46]=[CH:45][CH:44]=[CH:43][CH:42]=2)[CH2:33]1)[C:26]1[CH:27]=[CH:28][CH:29]=[CH:30][CH:31]=1, predict the reactants needed to synthesize it. The reactants are: [OH:1][C@@:2]1([CH2:22][O:23][CH3:24])[CH2:7][CH2:6][CH2:5][CH2:4][C@H:3]1[N:8]1[C:12]([C:13]2[CH:18]=[CH:17][CH:16]=[CH:15][CH:14]=2)=[C:11]([C:19](O)=[O:20])[N:10]=[CH:9]1.[CH2:25]([N:32]1[CH2:37][CH2:36][NH:35][C@H:34]([CH2:38]/[CH:39]=[CH:40]/[C:41]2[CH:46]=[CH:45][CH:44]=[CH:43][CH:42]=2)[CH2:33]1)[C:26]1[CH:31]=[CH:30][CH:29]=[CH:28][CH:27]=1.CCN=C=NCCCN(C)C.Cl.C1C=CC2N(O)N=NC=2C=1.C(=O)([O-])O.[Na+]. (2) Given the product [OH:30][CH:29]=[C:10]1[C:9]2[C:4](=[CH:5][C:6]([C:11]([C:13]3[CH:18]=[CH:17][C:16]([NH:19][C:20]([C:22]4[N:23]([CH3:28])[N:24]=[C:25]([CH3:27])[CH:26]=4)=[O:21])=[CH:15][CH:14]=3)=[O:12])=[CH:7][CH:8]=2)[NH:3][C:2]1=[O:1], predict the reactants needed to synthesize it. The reactants are: [O:1]=[C:2]1[CH2:10][C:9]2[C:4](=[CH:5][C:6]([C:11]([C:13]3[CH:18]=[CH:17][C:16]([NH:19][C:20]([C:22]4[N:23]([CH3:28])[N:24]=[C:25]([CH3:27])[CH:26]=4)=[O:21])=[CH:15][CH:14]=3)=[O:12])=[CH:7][CH:8]=2)[NH:3]1.[CH:29](OCC)=[O:30].[O-]CC.[Na+].Cl. (3) Given the product [CH3:1][C:2]1[N:3]=[C:4]([CH3:39])[C:5]2[N:6]([CH:8]=[C:9]([C:11]3[C:12](=[O:38])[O:13][C:14]4[C:19]([CH:20]=3)=[CH:18][CH:17]=[C:16]([C:21]3([F:37])[CH2:22][CH2:23][NH:24][CH2:25][CH2:26]3)[CH:15]=4)[N:10]=2)[CH:7]=1, predict the reactants needed to synthesize it. The reactants are: [CH3:1][C:2]1[N:3]=[C:4]([CH3:39])[C:5]2[N:6]([CH:8]=[C:9]([C:11]3[C:12](=[O:38])[O:13][C:14]4[C:19]([CH:20]=3)=[CH:18][CH:17]=[C:16]([C:21]3([F:37])[CH2:26][CH2:25][N:24](C(OCC5C=CC=CC=5)=O)[CH2:23][CH2:22]3)[CH:15]=4)[N:10]=2)[CH:7]=1. (4) The reactants are: [Si]([O:8][CH2:9][C:10]1([CH3:39])[S:16][CH2:15][CH2:14][N:13]2[C:17]([C:20]3([C:23]4[CH:28]=[CH:27][C:26]([C:29]5[C:34]([C:35]([F:38])([F:37])[F:36])=[CH:33][CH:32]=[CH:31][N:30]=5)=[CH:25][CH:24]=4)[CH2:22][CH2:21]3)=[N:18][N:19]=[C:12]2[CH2:11]1)(C(C)(C)C)(C)C.Cl. Given the product [CH3:39][C:10]1([CH2:9][OH:8])[S:16][CH2:15][CH2:14][N:13]2[C:17]([C:20]3([C:23]4[CH:28]=[CH:27][C:26]([C:29]5[C:34]([C:35]([F:38])([F:37])[F:36])=[CH:33][CH:32]=[CH:31][N:30]=5)=[CH:25][CH:24]=4)[CH2:21][CH2:22]3)=[N:18][N:19]=[C:12]2[CH2:11]1, predict the reactants needed to synthesize it. (5) Given the product [Cl:1][C:2]1[CH:3]=[CH:4][C:5]([N:8]2[C:13](=[O:14])[C:12]3[CH:15]=[N:16][N:17]([C:18]4[CH:23]=[CH:22][CH:21]=[C:20]([S:24]([CH3:27])(=[O:26])=[O:25])[CH:19]=4)[C:11]=3[N:10]=[C:9]2[C:28]2[CH:29]=[CH:30][C:31]([C:44]3[N:49]=[CH:48][CH:47]=[CH:46][N:45]=3)=[CH:32][CH:33]=2)=[CH:6][CH:7]=1, predict the reactants needed to synthesize it. The reactants are: [Cl:1][C:2]1[CH:7]=[CH:6][C:5]([N:8]2[C:13](=[O:14])[C:12]3[CH:15]=[N:16][N:17]([C:18]4[CH:23]=[CH:22][CH:21]=[C:20]([S:24]([CH3:27])(=[O:26])=[O:25])[CH:19]=4)[C:11]=3[N:10]=[C:9]2[C:28]2[CH:33]=[CH:32][C:31](B3OC(C)(C)C(C)(C)O3)=[CH:30][CH:29]=2)=[CH:4][CH:3]=1.Br[C:44]1[N:49]=[CH:48][CH:47]=[CH:46][N:45]=1.C(=O)([O-])[O-].[Cs+].[Cs+]. (6) Given the product [CH:22]1([S:28]([CH:31]2[CH2:36][CH2:35][CH2:34][CH2:33][CH2:32]2)(=[N:30][C:17]2[CH:16]=[C:15]([C:5]3[S:4][C:3]([CH2:1][CH3:2])=[N:7][C:6]=3[C:8]3[CH:9]=[C:10]([CH3:14])[CH:11]=[CH:12][CH:13]=3)[CH:20]=[CH:19][N:18]=2)=[O:29])[CH2:23][CH2:24][CH2:25][CH2:26][CH2:27]1, predict the reactants needed to synthesize it. The reactants are: [CH2:1]([C:3]1[S:4][C:5]([C:15]2[CH:20]=[CH:19][N:18]=[C:17](I)[CH:16]=2)=[C:6]([C:8]2[CH:13]=[CH:12][CH:11]=[C:10]([CH3:14])[CH:9]=2)[N:7]=1)[CH3:2].[CH:22]1([S:28]([CH:31]2[CH2:36][CH2:35][CH2:34][CH2:33][CH2:32]2)(=[NH:30])=[O:29])[CH2:27][CH2:26][CH2:25][CH2:24][CH2:23]1.CNCCNC.C(=O)([O-])[O-].[Cs+].[Cs+].